This data is from Full USPTO retrosynthesis dataset with 1.9M reactions from patents (1976-2016). The task is: Predict the reactants needed to synthesize the given product. (1) Given the product [CH3:13][O:14][C:15]1[CH:20]=[CH:19][C:18]([C:21]2[N:22]=[C:23]([CH:34]3[CH2:39][CH2:38][N:37]([C:5](=[O:11])[N:49]([OH:50])[CH3:48])[CH2:36][CH2:35]3)[S:24][C:25]=2[C:26]2[CH:31]=[CH:30][C:29]([O:32][CH3:33])=[CH:28][CH:27]=2)=[CH:17][CH:16]=1, predict the reactants needed to synthesize it. The reactants are: ClC(Cl)(O[C:5](=[O:11])OC(Cl)(Cl)Cl)Cl.[CH3:13][O:14][C:15]1[CH:20]=[CH:19][C:18]([C:21]2[N:22]=[C:23]([CH:34]3[CH2:39][CH2:38][NH:37][CH2:36][CH2:35]3)[S:24][C:25]=2[C:26]2[CH:31]=[CH:30][C:29]([O:32][CH3:33])=[CH:28][CH:27]=2)=[CH:17][CH:16]=1.C(N(CC)CC)C.Cl.[CH3:48][NH:49][OH:50].[Cl-].[NH4+]. (2) Given the product [CH3:1][C:2]1[N:3]=[CH:4][S:5][C:6]=1[C:7]1[CH:14]=[CH:13][C:10]([CH2:11][NH2:12])=[CH:9][CH:8]=1, predict the reactants needed to synthesize it. The reactants are: [CH3:1][C:2]1[N:3]=[CH:4][S:5][C:6]=1[C:7]1[CH:14]=[CH:13][C:10]([C:11]#[N:12])=[CH:9][CH:8]=1.[H-].[H-].[H-].[H-].[Li+].[Al+3]. (3) Given the product [CH:45]1([N:30]2[CH2:29][CH2:28][N:27]([C:21]3[CH:20]=[C:19]([S:16]([N:5]4[C:6]5[C:11](=[CH:10][CH:9]=[C:8]([C:12]([F:13])([F:14])[F:15])[CH:7]=5)[C:3]([CH:2]([F:1])[F:33])=[CH:4]4)(=[O:18])=[O:17])[CH:24]=[CH:23][C:22]=3[O:25][CH3:26])[CH2:32][CH2:31]2)[CH2:47][CH2:46]1, predict the reactants needed to synthesize it. The reactants are: [F:1][CH:2]([F:33])[C:3]1[C:11]2[C:6](=[CH:7][C:8]([C:12]([F:15])([F:14])[F:13])=[CH:9][CH:10]=2)[N:5]([S:16]([C:19]2[CH:24]=[CH:23][C:22]([O:25][CH3:26])=[C:21]([N:27]3[CH2:32][CH2:31][NH:30][CH2:29][CH2:28]3)[CH:20]=2)(=[O:18])=[O:17])[CH:4]=1.C([BH3-])#N.[Na+].C(O)(=O)C.CCO[C:45]1(O[Si](C)(C)C)[CH2:47][CH2:46]1. (4) The reactants are: [CH3:1][O:2][C:3]1[C:4](=[O:34])[CH:5]=[C:6]([NH:23][CH2:24][CH2:25][CH2:26][C:27]([O:29]C(C)(C)C)=[O:28])[C:7](=[O:22])[C:8]=1[CH2:9][CH2:10][CH2:11][CH2:12][CH2:13][CH2:14][CH2:15][CH2:16][CH2:17][CH2:18][CH2:19][CH2:20][CH3:21].C1(OC)C=CC=CC=1.FC(F)(F)C(O)=O.C1CCCCC1. Given the product [CH3:1][O:2][C:3]1[C:4](=[O:34])[CH:5]=[C:6]([NH:23][CH2:24][CH2:25][CH2:26][C:27]([OH:29])=[O:28])[C:7](=[O:22])[C:8]=1[CH2:9][CH2:10][CH2:11][CH2:12][CH2:13][CH2:14][CH2:15][CH2:16][CH2:17][CH2:18][CH2:19][CH2:20][CH3:21], predict the reactants needed to synthesize it. (5) Given the product [CH2:1]([O:8][C:9]1[CH:10]=[C:11](/[CH:12]=[C:13](/[C:14]([O:16][CH2:17][CH3:18])=[O:15])\[CH2:19][C:20]([OH:22])=[O:21])[CH:27]=[CH:28][CH:29]=1)[C:2]1[CH:3]=[CH:4][CH:5]=[CH:6][CH:7]=1, predict the reactants needed to synthesize it. The reactants are: [CH2:1]([O:8][C:9]1[CH:10]=[C:11]([CH:27]=[CH:28][CH:29]=1)/[CH:12]=[C:13](\[CH2:19][C:20]([O:22]C(C)(C)C)=[O:21])/[C:14]([O:16][CH2:17][CH3:18])=[O:15])[C:2]1[CH:7]=[CH:6][CH:5]=[CH:4][CH:3]=1.FC(F)(F)C(O)=O.